This data is from Forward reaction prediction with 1.9M reactions from USPTO patents (1976-2016). The task is: Predict the product of the given reaction. (1) Given the reactants [CH2:1]([O:3][C:4](=[O:17])[C:5]([O:8][C:9]1[CH:14]=[CH:13][CH:12]=[C:11]([C:15]#[N:16])[CH:10]=1)([CH3:7])[CH3:6])[CH3:2].C(O)(=O)C, predict the reaction product. The product is: [CH2:1]([O:3][C:4](=[O:17])[C:5]([O:8][C:9]1[CH:14]=[CH:13][CH:12]=[C:11]([CH2:15][NH2:16])[CH:10]=1)([CH3:7])[CH3:6])[CH3:2]. (2) Given the reactants FC(F)(F)C(O)=O.C([O:10][C:11](=[O:40])[C@@H:12]([O:37][CH2:38][CH3:39])[CH2:13][C:14]1[CH:19]=[CH:18][C:17]([O:20][CH2:21][CH2:22][C:23]2[CH:28]=[CH:27][C:26]([NH:29]C(OC(C)(C)C)=O)=[CH:25][CH:24]=2)=[CH:16][CH:15]=1)C.[Cl:41]CCl, predict the reaction product. The product is: [ClH:41].[NH2:29][C:26]1[CH:25]=[CH:24][C:23]([CH2:22][CH2:21][O:20][C:17]2[CH:18]=[CH:19][C:14]([CH2:13][C@H:12]([O:37][CH2:38][CH3:39])[C:11]([OH:40])=[O:10])=[CH:15][CH:16]=2)=[CH:28][CH:27]=1. (3) Given the reactants [Br:1][C:2]1[C:10]2[N:9]([C:11]3[CH:16]=[CH:15][C:14]([F:17])=[CH:13][CH:12]=3)[N:8]=[CH:7][C:6]=2[CH:5]=[C:4]2[C@@:18]3([C:28]#[N:29])[CH2:26][CH2:25][C:24](=[O:27])[CH2:23][C@@H:19]3[CH2:20][CH2:21][O:22][C:3]=12.[Br:30][C:31]1[C:39]2[N:38]([C:40]3[CH:45]=[CH:44][C:43]([F:46])=[CH:42][CH:41]=3)[N:37]=[CH:36][C:35]=2[CH:34]=[C:33]2[C@:47]3([C:57]#[N:58])[CH2:55][CH2:54][C:53](=[O:56])[CH2:52][C@H:48]3[CH2:49][CH2:50][O:51][C:32]=12.[F-].[Cs+].[F:61][C:62]([Si](C)(C)C)([F:64])[F:63].CCCC[N+](CCCC)(CCCC)CCCC.[F-], predict the reaction product. The product is: [Br:1][C:2]1[C:10]2[N:9]([C:11]3[CH:12]=[CH:13][C:14]([F:17])=[CH:15][CH:16]=3)[N:8]=[CH:7][C:6]=2[CH:5]=[C:4]2[C@@:18]3([C:28]#[N:29])[CH2:26][CH2:25][C@@:24]([OH:27])([C:62]([F:64])([F:63])[F:61])[CH2:23][C@@H:19]3[CH2:20][CH2:21][O:22][C:3]=12.[Br:30][C:31]1[C:39]2[N:38]([C:40]3[CH:41]=[CH:42][C:43]([F:46])=[CH:44][CH:45]=3)[N:37]=[CH:36][C:35]=2[CH:34]=[C:33]2[C@:47]3([C:57]#[N:58])[CH2:55][CH2:54][C@:53]([OH:56])([C:62]([F:64])([F:63])[F:61])[CH2:52][C@H:48]3[CH2:49][CH2:50][O:51][C:32]=12. (4) Given the reactants [CH3:1][C:2]1([CH3:13])[O:7][C:6](=[O:8])[C:5](=[C:9]([CH3:11])[CH3:10])[C:4](=[O:12])[O:3]1.[C-:14]#[N:15].[K+], predict the reaction product. The product is: [CH3:13][C:2]1([CH3:1])[O:3][C:4](=[O:12])[CH:5]([C:9]([CH3:10])([CH3:11])[C:14]#[N:15])[C:6](=[O:8])[O:7]1. (5) Given the reactants [N+:1]([C:4]1[CH:9]=[CH:8][C:7]([CH2:10][C:11](O)=O)=[CH:6][CH:5]=1)([O-:3])=[O:2].[Cl:14][C:15]1[CH:22]=[CH:21][C:18](C=O)=[CH:17][C:16]=1[C:23]([F:26])([F:25])[F:24].N1CCCCC1, predict the reaction product. The product is: [Cl:14][C:15]1[CH:22]=[CH:21][C:18](/[CH:11]=[CH:10]/[C:7]2[CH:8]=[CH:9][C:4]([N+:1]([O-:3])=[O:2])=[CH:5][CH:6]=2)=[CH:17][C:16]=1[C:23]([F:24])([F:25])[F:26]. (6) Given the reactants Br[C:2]1[C:10]2[O:9][CH:8]=[CH:7][C:6]=2[CH:5]=[C:4]([O:11][CH3:12])[CH:3]=1.C1(P(C2CCCCC2)C2C=CC=CC=2C2C=CC=CC=2N(C)C)CCCCC1.[Br-].[CH2:42]([O:44][C:45](=[O:48])[CH2:46][Zn+])[CH3:43], predict the reaction product. The product is: [CH2:42]([O:44][C:45](=[O:48])[CH2:46][C:2]1[C:10]2[O:9][CH:8]=[CH:7][C:6]=2[CH:5]=[C:4]([O:11][CH3:12])[CH:3]=1)[CH3:43]. (7) Given the reactants ClC(Cl)(O[C:5](=[O:11])OC(Cl)(Cl)Cl)Cl.[I:13][C:14]1[CH:15]=[C:16]([CH:18]=[CH:19][C:20]=1[CH3:21])[NH2:17].CCN(CC)CC.[CH3:29][N:30]1[CH2:35][CH2:34][N:33]([CH2:36][C:37]2[CH:43]=[CH:42][C:40]([NH2:41])=[CH:39][C:38]=2[C:44]([F:47])([F:46])[F:45])[CH2:32][CH2:31]1, predict the reaction product. The product is: [I:13][C:14]1[CH:15]=[C:16]([NH:17][C:5]([NH:41][C:40]2[CH:42]=[CH:43][C:37]([CH2:36][N:33]3[CH2:32][CH2:31][N:30]([CH3:29])[CH2:35][CH2:34]3)=[C:38]([C:44]([F:47])([F:46])[F:45])[CH:39]=2)=[O:11])[CH:18]=[CH:19][C:20]=1[CH3:21]. (8) Given the reactants [Cl:1][C:2]1[CH:28]=[CH:27][C:5]([CH2:6][N:7]2[C:12](=[O:13])[C:11]([CH2:14]I)=[N:10][N:9]([C:16]3[CH:17]=[C:18]([NH:22][C:23](=[O:25])[CH3:24])[CH:19]=[CH:20][CH:21]=3)[C:8]2=[O:26])=[CH:4][CH:3]=1.[CH3:29][O-:30].[Na+], predict the reaction product. The product is: [Cl:1][C:2]1[CH:28]=[CH:27][C:5]([CH2:6][N:7]2[C:12](=[O:13])[C:11]([CH2:14][O:30][CH3:29])=[N:10][N:9]([C:16]3[CH:17]=[C:18]([NH:22][C:23](=[O:25])[CH3:24])[CH:19]=[CH:20][CH:21]=3)[C:8]2=[O:26])=[CH:4][CH:3]=1.